Dataset: Catalyst prediction with 721,799 reactions and 888 catalyst types from USPTO. Task: Predict which catalyst facilitates the given reaction. (1) Reactant: [N:1]([C:4]1[CH:22]=[CH:21][C:7]([C:8]([NH:10][CH2:11][CH2:12][C:13]2[CH:18]=[CH:17][C:16]([O:19][CH3:20])=[CH:15][CH:14]=2)=[O:9])=[CH:6][CH:5]=1)=[N+:2]=[N-:3].[CH:23](O)=O. Product: [N:1]([C:4]1[CH:5]=[CH:6][C:7]([C:8]([N:10]2[CH2:11][CH2:12][C:13]3[C:18](=[CH:17][C:16]([O:19][CH3:20])=[CH:15][CH:14]=3)[CH2:23]2)=[O:9])=[CH:21][CH:22]=1)=[N+:2]=[N-:3]. The catalyst class is: 13. (2) Reactant: [CH2:1]([N:8]1[C:16]2[CH2:15][CH2:14][NH:13][CH2:12][C:11]=2[C:10]([C:17]2[CH:22]=[CH:21][C:20]([Cl:23])=[CH:19][CH:18]=2)=[CH:9]1)[C:2]1[CH:7]=[CH:6][CH:5]=[CH:4][CH:3]=1.[C:24](O)(=O)[CH3:25].C(=O)C.[BH-](OC(C)=O)(OC(C)=O)OC(C)=O.[Na+]. The catalyst class is: 279. Product: [CH2:1]([N:8]1[C:16]2[CH2:15][CH2:14][N:13]([CH2:24][CH3:25])[CH2:12][C:11]=2[C:10]([C:17]2[CH:18]=[CH:19][C:20]([Cl:23])=[CH:21][CH:22]=2)=[CH:9]1)[C:2]1[CH:3]=[CH:4][CH:5]=[CH:6][CH:7]=1. (3) Reactant: [CH3:1][NH:2][C:3]([C:5]1[N:6]=[N:7][C:8]([O:11][CH2:12][C:13]2[CH:23]=[CH:22][C:16]3[CH2:17][CH2:18][NH:19][CH2:20][CH2:21][C:15]=3[CH:14]=2)=[CH:9][CH:10]=1)=[O:4].[C:24]1(=O)[CH2:27][CH2:26][CH2:25]1.C(O)(=O)C.C(O[BH-](OC(=O)C)OC(=O)C)(=O)C.[Na+]. Product: [CH:24]1([N:19]2[CH2:18][CH2:17][C:16]3[CH:22]=[CH:23][C:13]([CH2:12][O:11][C:8]4[N:7]=[N:6][C:5]([C:3]([NH:2][CH3:1])=[O:4])=[CH:10][CH:9]=4)=[CH:14][C:15]=3[CH2:21][CH2:20]2)[CH2:27][CH2:26][CH2:25]1. The catalyst class is: 98. (4) Reactant: [CH3:1]C(C)([O-])C.[K+].[Br-].CP(C1C=CC=CC=1)(C1C=CC=CC=1)C1C=CC=CC=1.O=[C:29]1[CH2:32][N:31]([C:33]([O:35][C:36]([CH3:39])([CH3:38])[CH3:37])=[O:34])[CH2:30]1. Product: [CH2:1]=[C:29]1[CH2:32][N:31]([C:33]([O:35][C:36]([CH3:39])([CH3:38])[CH3:37])=[O:34])[CH2:30]1. The catalyst class is: 27. (5) Reactant: ON1C2C=CC=CC=2N=N1.Cl.[CH3:12][N:13](C)[CH2:14][CH2:15][CH2:16]N=C=NCC.[CH2:23]([O:25][C:26]([C@@H:28]1[CH2:30][C@H:29]1[C:31]([OH:33])=O)=[O:27])[CH3:24].C(N(CC)CC)C.CNCCC. Product: [CH2:23]([O:25][C:26]([C@@H:28]1[CH2:30][C@H:29]1[C:31](=[O:33])[N:13]([CH3:12])[CH2:14][CH2:15][CH3:16])=[O:27])[CH3:24]. The catalyst class is: 9. (6) Reactant: N1([C:6](N2C=NC=N2)=[O:7])C=NC=N1.[NH2:13][C:14]1[CH:21]=[C:20]([NH:22][CH2:23][CH2:24][O:25][CH3:26])[C:17]([C:18]#[N:19])=[CH:16][N:15]=1.[CH3:27][O:28][CH:29]([O:57][CH3:58])[C:30]1[C:39]([CH2:40][N:41]2[CH2:46][CH2:45][N:44]([C:47]([O:49][CH2:50][CH2:51][Si:52]([CH3:55])([CH3:54])[CH3:53])=[O:48])[CH2:43][C:42]2=[O:56])=[CH:38][C:37]2[CH2:36][CH2:35][CH2:34][NH:33][C:32]=2[N:31]=1. Product: [C:18]([C:17]1[C:20]([NH:22][CH2:23][CH2:24][O:25][CH3:26])=[CH:21][C:14]([NH:13][C:6]([N:33]2[C:32]3[N:31]=[C:30]([CH:29]([O:28][CH3:27])[O:57][CH3:58])[C:39]([CH2:40][N:41]4[CH2:46][CH2:45][N:44]([C:47]([O:49][CH2:50][CH2:51][Si:52]([CH3:53])([CH3:55])[CH3:54])=[O:48])[CH2:43][C:42]4=[O:56])=[CH:38][C:37]=3[CH2:36][CH2:35][CH2:34]2)=[O:7])=[N:15][CH:16]=1)#[N:19]. The catalyst class is: 3. (7) Reactant: [C:1]([O:4][C@H:5]([CH3:27])[CH2:6][CH2:7][CH2:8][CH2:9][N:10]1[C:19](=[O:20])[C:18]2[N:17]([CH2:21][O:22][CH2:23][CH3:24])[C:16](Br)=[N:15][C:14]=2[N:13]([CH3:26])[C:11]1=[O:12])(=[O:3])[CH3:2].[I-].[Na+].[C-:30]#[N:31].[K+].O. Product: [C:1]([O:4][C@H:5]([CH3:27])[CH2:6][CH2:7][CH2:8][CH2:9][N:10]1[C:19](=[O:20])[C:18]2[N:17]([CH2:21][O:22][CH2:23][CH3:24])[C:16]([C:30]#[N:31])=[N:15][C:14]=2[N:13]([CH3:26])[C:11]1=[O:12])(=[O:3])[CH3:2]. The catalyst class is: 16. (8) The catalyst class is: 2. Reactant: [C:1]([OH:7])([C:3]([F:6])([F:5])[F:4])=[O:2].[CH3:8][O:9][C:10]([C:12]1[N:13]([C:47]2[CH:52]=[CH:51][CH:50]=[CH:49][CH:48]=2)[C:14]2[C:19]([C:20](=[O:45])[C:21]=1[CH2:22][C:23]1[CH:28]=[CH:27][C:26]([S:29]([N:32]3[CH2:37][CH2:36][N:35](C(OC(C)(C)C)=O)[CH2:34][CH2:33]3)(=[O:31])=[O:30])=[CH:25][CH:24]=1)=[CH:18][CH:17]=[C:16]([Cl:46])[CH:15]=2)=[O:11]. Product: [F:4][C:3]([F:6])([F:5])[C:1]([OH:7])=[O:2].[CH3:8][O:9][C:10]([C:12]1[N:13]([C:47]2[CH:52]=[CH:51][CH:50]=[CH:49][CH:48]=2)[C:14]2[C:19]([C:20](=[O:45])[C:21]=1[CH2:22][C:23]1[CH:24]=[CH:25][C:26]([S:29]([N:32]3[CH2:37][CH2:36][NH:35][CH2:34][CH2:33]3)(=[O:31])=[O:30])=[CH:27][CH:28]=1)=[CH:18][CH:17]=[C:16]([Cl:46])[CH:15]=2)=[O:11]. (9) The catalyst class is: 18. Reactant: [C:1]([O:5][C:6]([N:8]1[CH2:13][CH2:12][N:11]([C:14]2[CH:22]=[CH:21][C:17]([C:18](O)=[O:19])=[CH:16][C:15]=2[CH3:23])[CH2:10][CH2:9]1)=[O:7])([CH3:4])([CH3:3])[CH3:2].Cl.CN.Cl.[CH2:28]([N:30]=C=NCCCN(C)C)C.O.N1(O)C2C=CC=CC=2N=N1.CN1CCOCC1. Product: [CH3:23][C:15]1[CH:16]=[C:17]([C:18](=[O:19])[NH:30][CH3:28])[CH:21]=[CH:22][C:14]=1[N:11]1[CH2:12][CH2:13][N:8]([C:6]([O:5][C:1]([CH3:2])([CH3:4])[CH3:3])=[O:7])[CH2:9][CH2:10]1. (10) Reactant: [C:1]([C:4]1[CH:23]=[CH:22][C:7]([NH:8][C:9]2[CH:14]=[CH:13][CH:12]=[C:11]([C:15]3[CH2:20][N:19]([CH3:21])[CH2:18][CH2:17][CH:16]=3)[CH:10]=2)=[C:6]([N+:24]([O-])=O)[CH:5]=1)(=[O:3])[CH3:2].[CH2:27](O)C. The catalyst class is: 45. Product: [C:1]([C:4]1[CH:23]=[CH:22][C:7]2[N:8]([C:9]3[CH:14]=[CH:13][CH:12]=[C:11]([CH:15]4[CH2:16][CH2:17][CH2:18][N:19]([CH3:21])[CH2:20]4)[CH:10]=3)[CH:27]=[N:24][C:6]=2[CH:5]=1)(=[O:3])[CH3:2].